This data is from Forward reaction prediction with 1.9M reactions from USPTO patents (1976-2016). The task is: Predict the product of the given reaction. Given the reactants [C:1]1([NH:7][CH2:8][CH2:9][OH:10])[CH:6]=[CH:5][CH:4]=[CH:3][CH:2]=1.[O:11]1[C:15]([C:16]2[CH:21]=[CH:20][C:19]([NH:22][C:23]3[N:24]=[C:25](OS(C(F)(F)F)(=O)=O)[C:26]4[CH2:32][N:31]([C:33]([O:35][C:36]([CH3:39])([CH3:38])[CH3:37])=[O:34])[CH2:30][CH2:29][C:27]=4[N:28]=3)=[CH:18][CH:17]=2)=[CH:14][N:13]=[CH:12]1.O, predict the reaction product. The product is: [OH:10][CH2:9][CH2:8][N:7]([C:1]1[CH:6]=[CH:5][CH:4]=[CH:3][CH:2]=1)[C:25]1[C:26]2[CH2:32][N:31]([C:33]([O:35][C:36]([CH3:39])([CH3:38])[CH3:37])=[O:34])[CH2:30][CH2:29][C:27]=2[N:28]=[C:23]([NH:22][C:19]2[CH:18]=[CH:17][C:16]([C:15]3[O:11][CH:12]=[N:13][CH:14]=3)=[CH:21][CH:20]=2)[N:24]=1.